From a dataset of Forward reaction prediction with 1.9M reactions from USPTO patents (1976-2016). Predict the product of the given reaction. (1) Given the reactants C(OC([NH:8][CH2:9][CH2:10][CH2:11][CH2:12][C@H:13]([NH:49][C:50](=[O:71])[CH2:51][CH2:52][NH:53][C:54]([C:56]1[CH:61]=[CH:60][C:59]([C:62]2[CH:67]=[CH:66][C:65]([CH2:68][CH2:69][CH3:70])=[CH:64][CH:63]=2)=[CH:58][CH:57]=1)=[O:55])[C:14]([N:16]([CH3:48])[C@H:17]1[C:34]2[CH:35]=[C:30]([C:31]([O:36][CH3:37])=[CH:32][CH:33]=2)[C:29]2=[CH:38][C:25](=[CH:26][CH:27]=[C:28]2[O:39][CH3:40])[CH2:24][C@@H:23]([C:41]([O:43][CH3:44])=[O:42])[NH:22][C:21](=[O:45])[C@H:20]([CH3:46])[NH:19][C:18]1=[O:47])=[O:15])=O)(C)(C)C.[C:72]([OH:78])([C:74]([F:77])([F:76])[F:75])=[O:73].C1(C)C=CC=CC=1, predict the reaction product. The product is: [F:75][C:74]([F:77])([F:76])[C:72]([O-:78])=[O:73].[CH3:37][O:36][C:31]1[C:30]2[C:29]3[C:28]([O:39][CH3:40])=[CH:27][CH:26]=[C:25]([CH:38]=3)[CH2:24][C@@H:23]([C:41]([O:43][CH3:44])=[O:42])[NH:22][C:21](=[O:45])[C@H:20]([CH3:46])[NH:19][C:18](=[O:47])[C@@H:17]([N:16]([CH3:48])[C:14](=[O:15])[C@@H:13]([NH:49][C:50](=[O:71])[CH2:51][CH2:52][NH:53][C:54]([C:56]3[CH:61]=[CH:60][C:59]([C:62]4[CH:63]=[CH:64][C:65]([CH2:68][CH2:69][CH3:70])=[CH:66][CH:67]=4)=[CH:58][CH:57]=3)=[O:55])[CH2:12][CH2:11][CH2:10][CH2:9][NH3+:8])[C:34]([CH:35]=2)=[CH:33][CH:32]=1. (2) Given the reactants [Mg].C(Br)C.II.[CH:7]([N:10]([CH2:14][CH2:15][C@@H:16]([C:23]1[CH:28]=[C:27](Br)[CH:26]=[CH:25][C:24]=1[O:30][CH2:31][C:32]1[CH:37]=[CH:36][CH:35]=[CH:34][CH:33]=1)[C:17]1[CH:22]=[CH:21][CH:20]=[CH:19][CH:18]=1)[CH:11]([CH3:13])[CH3:12])([CH3:9])[CH3:8].[C:38](=[O:40])=[O:39].[Cl-].[NH4+], predict the reaction product. The product is: [CH2:31]([O:30][C:24]1[CH:25]=[CH:26][C:27]([C:38]([OH:40])=[O:39])=[CH:28][C:23]=1[C@@H:16]([C:17]1[CH:22]=[CH:21][CH:20]=[CH:19][CH:18]=1)[CH2:15][CH2:14][N:10]([CH:11]([CH3:13])[CH3:12])[CH:7]([CH3:9])[CH3:8])[C:32]1[CH:37]=[CH:36][CH:35]=[CH:34][CH:33]=1. (3) Given the reactants CC1(C)S[C@@H]2[C@H](N[C:11]([C@H:13](N)[C:14]3[CH:15]=[CH:16][CH:17]=[CH:18][CH:19]=3)=[O:12])C(=O)N2[C@H]1C(O)=O.[S:25]([O-:29])([O-])(=[O:27])=[O:26].[Mg+2].CC(S[C@@H:35]1O[C@H](CO)[C@H:38](O)[C@H:37](O)[C@H:36]1O)C.[Na+:46].[Cl-], predict the reaction product. The product is: [CH3:35][CH2:36][CH2:37][CH2:38][CH2:19][CH2:18][CH2:17][CH2:16][CH2:15][CH2:14][CH2:13][CH2:11][O:12][S:25]([O-:29])(=[O:27])=[O:26].[Na+:46]. (4) Given the reactants [CH3:1][C:2]1[N:3]([CH2:20][C:21]([C:23]2[CH:31]=[CH:30][C:26]([C:27]([OH:29])=O)=[CH:25][CH:24]=2)=[O:22])[C:4](=[O:19])[C:5]([C:13]2[CH:18]=[CH:17][CH:16]=[CH:15][CH:14]=2)([C:7]2[CH:12]=[CH:11][CH:10]=[CH:9][CH:8]=2)[N:6]=1.[CH3:32][CH:33]([CH3:37])[CH:34]([NH2:36])[CH3:35].C1(N=C=NC2CCCCC2)CCCCC1, predict the reaction product. The product is: [CH3:35][CH:34]([NH:36][C:27](=[O:29])[C:26]1[CH:30]=[CH:31][C:23]([C:21](=[O:22])[CH2:20][N:3]2[C:4](=[O:19])[C:5]([C:7]3[CH:12]=[CH:11][CH:10]=[CH:9][CH:8]=3)([C:13]3[CH:18]=[CH:17][CH:16]=[CH:15][CH:14]=3)[N:6]=[C:2]2[CH3:1])=[CH:24][CH:25]=1)[CH:33]([CH3:37])[CH3:32]. (5) Given the reactants C([O:5][C:6](=[O:17])[NH:7][CH2:8][CH2:9][C:10](=[O:16])[NH:11][CH2:12][CH:13]([F:15])[F:14])(C)(C)C.ClCCl, predict the reaction product. The product is: [F:14][CH:13]([F:15])[CH2:12][NH:11][C:10]([CH2:9][CH2:8][NH:7][C:6](=[O:5])[OH:17])=[O:16]. (6) Given the reactants [NH2:1][C@H:2]([CH3:5])[CH2:3][OH:4].[OH-].[Na+].[C:8](O[C:8]([O:10][C:11]([CH3:14])([CH3:13])[CH3:12])=[O:9])([O:10][C:11]([CH3:14])([CH3:13])[CH3:12])=[O:9], predict the reaction product. The product is: [C:11]([O:10][C:8](=[O:9])[NH:1][C@H:2]([CH3:5])[CH2:3][OH:4])([CH3:14])([CH3:13])[CH3:12].